Dataset: Catalyst prediction with 721,799 reactions and 888 catalyst types from USPTO. Task: Predict which catalyst facilitates the given reaction. (1) Reactant: [CH3:1][O:2][C:3]([CH:5]1[CH:10]([C:11]2[CH:16]=[CH:15][C:14]([O:17][CH2:18][CH2:19][OH:20])=[CH:13][CH:12]=2)[CH2:9][CH2:8][N:7]([C:21]([O:23][C:24]([CH3:27])([CH3:26])[CH3:25])=[O:22])[CH2:6]1)=[O:4].[Cl:28][C:29]1[C:34](O)=[C:33]([Cl:36])[CH:32]=[C:31]([CH3:37])[CH:30]=1.P(CCCC)(CCCC)CCCC. Product: [CH3:1][O:2][C:3]([CH:5]1[CH:10]([C:11]2[CH:16]=[CH:15][C:14]([O:17][CH2:18][CH2:19][O:20][C:34]3[C:29]([Cl:28])=[CH:30][C:31]([CH3:37])=[CH:32][C:33]=3[Cl:36])=[CH:13][CH:12]=2)[CH2:9][CH2:8][N:7]([C:21]([O:23][C:24]([CH3:27])([CH3:26])[CH3:25])=[O:22])[CH2:6]1)=[O:4]. The catalyst class is: 11. (2) Reactant: CN(C(ON1N=NC2C=[CH:13][CH:14]=[N:15][C:10]1=2)=[N+](C)C)C.F[P-](F)(F)(F)(F)F.[F:25][C:26]1[CH:27]=[C:28]([N:32]2[CH2:36][CH2:35][CH2:34][C@@H:33]2[C:37]2[CH:38]=[C:39]([C:54]([OH:56])=O)[CH:40]=[C:41]3[C:46]=2[O:45][C:44]([N:47]2[CH2:52][CH2:51][O:50][CH2:49][CH2:48]2)=[CH:43][C:42]3=[O:53])[CH:29]=[CH:30][CH:31]=1.CCN(C(C)C)C(C)C.Cl.N1CCC1. Product: [N:15]1([C:54]([C:39]2[CH:40]=[C:41]3[C:46](=[C:37]([C@H:33]4[CH2:34][CH2:35][CH2:36][N:32]4[C:28]4[CH:29]=[CH:30][CH:31]=[C:26]([F:25])[CH:27]=4)[CH:38]=2)[O:45][C:44]([N:47]2[CH2:52][CH2:51][O:50][CH2:49][CH2:48]2)=[CH:43][C:42]3=[O:53])=[O:56])[CH2:14][CH2:13][CH2:10]1. The catalyst class is: 2. (3) Reactant: Cl[CH2:2][C:3]1[CH:12]=[CH:11][C:6]([C:7]([O:9][CH3:10])=[O:8])=[CH:5][N:4]=1.[CH3:13][O-:14].[Na+]. Product: [CH3:13][O:14][CH2:2][C:3]1[CH:12]=[CH:11][C:6]([C:7]([O:9][CH3:10])=[O:8])=[CH:5][N:4]=1. The catalyst class is: 5. (4) Reactant: [Cl:1][C:2]1[CH:3]=[CH:4][C:5]2[N:11]3[CH:12]=[CH:13][CH:14]=[C:10]3[C@@H:9]([CH2:15][CH2:16][C:17]([OH:19])=O)[O:8][C@H:7]([C:20]3[CH:25]=[CH:24][CH:23]=[C:22]([O:26][CH3:27])[C:21]=3[O:28][CH3:29])[C:6]=2[CH:30]=1.ON1C2C=CC=CC=2N=N1.Cl.[NH2:42][C@@H:43]1[CH2:48][CH2:47][CH2:46][C@H:45]([C:49]([O:51][CH2:52][CH3:53])=[O:50])[CH2:44]1.CN1CCOCC1.Cl.C(N=C=NCCCN(C)C)C. Product: [Cl:1][C:2]1[CH:3]=[CH:4][C:5]2[N:11]3[CH:12]=[CH:13][CH:14]=[C:10]3[C@@H:9]([CH2:15][CH2:16][C:17]([NH:42][C@@H:43]3[CH2:48][CH2:47][CH2:46][C@H:45]([C:49]([O:51][CH2:52][CH3:53])=[O:50])[CH2:44]3)=[O:19])[O:8][C@H:7]([C:20]3[CH:25]=[CH:24][CH:23]=[C:22]([O:26][CH3:27])[C:21]=3[O:28][CH3:29])[C:6]=2[CH:30]=1. The catalyst class is: 4. (5) Reactant: [CH:1]1[C:2]2[C:9](=O)[NH:8][CH:7]=[N:6][C:3]=2[NH:4][N:5]=1.P(Cl)(Cl)([Cl:13])=O.C(N(C(C)C)CC)(C)C. Product: [Cl:13][C:9]1[N:8]=[CH:7][N:6]=[C:3]2[NH:4][N:5]=[CH:1][C:2]=12. The catalyst class is: 11. (6) Reactant: [Cl:1][C:2]1[CH:7]=[CH:6][CH:5]=[CH:4][C:3]=1[NH:8][C:9]([C:11]1[S:12][C:13]2[CH2:14][CH2:15][O:16][C:17]3[CH:24]=[C:23]([Br:25])[CH:22]=[CH:21][C:18]=3[C:19]=2[N:20]=1)=O.COC1C=CC(P2(SP(C3C=CC(OC)=CC=3)(=S)S2)=[S:35])=CC=1. Product: [Cl:1][C:2]1[CH:7]=[CH:6][CH:5]=[CH:4][C:3]=1[NH:8][C:9]([C:11]1[S:12][C:13]2[CH2:14][CH2:15][O:16][C:17]3[CH:24]=[C:23]([Br:25])[CH:22]=[CH:21][C:18]=3[C:19]=2[N:20]=1)=[S:35]. The catalyst class is: 11. (7) Reactant: [CH2:1]([O:3][C:4]1[CH:5]=[C:6]2[C:11](=[C:12]3[CH2:16][C:15]([CH3:18])([CH3:17])[O:14][C:13]=13)[C:10]([C:19]1[CH:24]=[CH:23][CH:22]=[CH:21][CH:20]=1)=[N:9][C:8]([CH3:28])([CH2:25][C:26]#[N:27])[CH2:7]2)[CH3:2].[OH-:29].[Na+].O.OO.O. Product: [CH2:1]([O:3][C:4]1[CH:5]=[C:6]2[C:11](=[C:12]3[CH2:16][C:15]([CH3:18])([CH3:17])[O:14][C:13]=13)[C:10]([C:19]1[CH:24]=[CH:23][CH:22]=[CH:21][CH:20]=1)=[N:9][C:8]([CH3:28])([CH2:25][C:26]([NH2:27])=[O:29])[CH2:7]2)[CH3:2]. The catalyst class is: 5. (8) Reactant: [N+:1]([C:4]1[CH:9]=[CH:8][C:7]([C:10]2[CH:11]=[N:12][CH:13]=[CH:14][CH:15]=2)=[CH:6][CH:5]=1)([O-])=O. Product: [NH2:1][C:4]1[CH:5]=[CH:6][C:7]([C:10]2[CH:11]=[N:12][CH:13]=[CH:14][CH:15]=2)=[CH:8][CH:9]=1. The catalyst class is: 707. (9) Reactant: [C:1]([O:5][C:6](=[O:21])[NH:7][C@@H:8]([CH2:13][C:14]1[CH:19]=[CH:18][CH:17]=[C:16]([F:20])[CH:15]=1)[CH:9]=[C:10](Br)Br)([CH3:4])([CH3:3])[CH3:2].C([Li])CCC. Product: [C:1]([O:5][C:6](=[O:21])[NH:7][C@@H:8]([CH2:13][C:14]1[CH:19]=[CH:18][CH:17]=[C:16]([F:20])[CH:15]=1)[C:9]#[CH:10])([CH3:4])([CH3:2])[CH3:3]. The catalyst class is: 188. (10) Reactant: [F:1][C:2]1([F:18])[CH2:7][CH2:6][C@H:5]([NH:8][C:9](=[O:15])[O:10][C:11]([CH3:14])([CH3:13])[CH3:12])[C@@H:4]([CH2:16][OH:17])[CH2:3]1.[F:19][C:20]1[C:21]([C:28]2[CH:33]=[CH:32][C:31](O)=[CH:30][CH:29]=2)=[N:22][CH:23]=[C:24]([CH:27]=1)[C:25]#[N:26].C1CCN(C(N=NC(N2CCCCC2)=O)=O)CC1.P(CCCC)(CCCC)CCCC. Product: [C:25]([C:24]1[CH:27]=[C:20]([F:19])[C:21]([C:28]2[CH:33]=[CH:32][C:31]([O:17][CH2:16][C@H:4]3[CH2:3][C:2]([F:18])([F:1])[CH2:7][CH2:6][C@@H:5]3[NH:8][C:9](=[O:15])[O:10][C:11]([CH3:14])([CH3:12])[CH3:13])=[CH:30][CH:29]=2)=[N:22][CH:23]=1)#[N:26]. The catalyst class is: 11.